Dataset: Reaction yield outcomes from USPTO patents with 853,638 reactions. Task: Predict the reaction yield, written as a fraction of the theoretical maximum amount of product (1.0 means a 100% yield; for example, 0.34 means a 34% yield). (1) The reactants are [F:1][C:2]1[CH:7]=[CH:6][C:5]([C:8]2[C:13]([C:14]([O:16][CH3:17])=[O:15])=[C:12]([CH:18]([CH3:20])[CH3:19])[N:11]=[C:10](O)[N:9]=2)=[CH:4][CH:3]=1.C(#N)C.C1(C)C=CC(S(Cl)(=O)=O)=CC=1.[CH3:36][NH:37][S:38]([CH3:41])(=[O:40])=[O:39]. The catalyst is O. The product is [F:1][C:2]1[CH:7]=[CH:6][C:5]([C:8]2[C:13]([C:14]([O:16][CH3:17])=[O:15])=[C:12]([CH:18]([CH3:20])[CH3:19])[N:11]=[C:10]([N:37]([CH3:36])[S:38]([CH3:41])(=[O:40])=[O:39])[N:9]=2)=[CH:4][CH:3]=1. The yield is 0.680. (2) The reactants are Cl[CH2:2][O:3][C:4](=[O:17])[CH2:5][CH2:6][C:7]([O:9][CH2:10][C:11]1[CH:16]=[CH:15][CH:14]=[CH:13][CH:12]=1)=[O:8].[I-:18].[Na+]. The catalyst is C(#N)C. The product is [I:18][CH2:2][O:3][C:4](=[O:17])[CH2:5][CH2:6][C:7]([O:9][CH2:10][C:11]1[CH:16]=[CH:15][CH:14]=[CH:13][CH:12]=1)=[O:8]. The yield is 1.00.